This data is from Catalyst prediction with 721,799 reactions and 888 catalyst types from USPTO. The task is: Predict which catalyst facilitates the given reaction. (1) Reactant: [CH:1]1([CH2:4][N:5]2[C:10]([NH:11][NH2:12])=[CH:9][C:8](=[O:13])[N:7]([CH3:14])[C:6]2=[O:15])[CH2:3][CH2:2]1.[Cl:16][C:17]1[CH:18]=[C:19]2[C:24](=[CH:25][CH:26]=1)[N:23]=[CH:22][CH:21]=[C:20]2[CH:27]=O. Product: [CH:1]1([CH2:4][N:5]2[C:10]([NH:11][N:12]=[CH:27][C:20]3[C:19]4[C:24](=[CH:25][CH:26]=[C:17]([Cl:16])[CH:18]=4)[N:23]=[CH:22][CH:21]=3)=[CH:9][C:8](=[O:13])[N:7]([CH3:14])[C:6]2=[O:15])[CH2:2][CH2:3]1. The catalyst class is: 3. (2) Reactant: [O:1]=[S:2]1(=[O:33])[CH2:7][CH2:6][CH2:5][CH2:4][N:3]1[C:8]1[N:17]=[C:16]([C:18]([O:20][CH3:21])=[O:19])[C:15]([O:22]S(C2C=CC(C)=CC=2)(=O)=O)=[C:14]2[C:9]=1[CH:10]=[CH:11][CH:12]=[N:13]2.C[O-].[Na+].C(O)(=O)C.O. Product: [O:33]=[S:2]1(=[O:1])[CH2:7][CH2:6][CH2:5][CH2:4][N:3]1[C:8]1[N:17]=[C:16]([C:18]([O:20][CH3:21])=[O:19])[C:15]([OH:22])=[C:14]2[C:9]=1[CH:10]=[CH:11][CH:12]=[N:13]2. The catalyst class is: 3. (3) Reactant: Cl.[NH:2]1[CH2:6][CH2:5][C@@H:4]([OH:7])[CH2:3]1.[Br:8][C:9]1[C:10]([CH3:16])=[N:11][C:12](Cl)=[N:13][CH:14]=1.CCN(C(C)C)C(C)C. Product: [Br:8][C:9]1[C:10]([CH3:16])=[N:11][C:12]([N:2]2[CH2:6][CH2:5][C@@H:4]([OH:7])[CH2:3]2)=[N:13][CH:14]=1. The catalyst class is: 14. (4) Reactant: FC(F)(F)C(O)=O.[NH2:8][C@:9]1([C:14]([NH:16][S:17]([C:20]2([CH3:23])[CH2:22][CH2:21]2)(=[O:19])=[O:18])=[O:15])[CH2:11][C@H:10]1[CH:12]=[CH2:13].[C:24]([O:28][C:29]([NH:31][C@@H:32]([C@H:44]([CH3:52])[CH2:45][C@H:46]([CH3:51])[CH2:47][CH2:48][CH:49]=[CH2:50])[C:33]([N:35]1[CH2:39][C@H:38]([OH:40])[CH2:37][C@H:36]1[C:41](O)=[O:42])=[O:34])=[O:30])([CH3:27])([CH3:26])[CH3:25].C(N(CC)C(C)C)(C)C.CN(C(ON1N=NC2C=CC=NC1=2)=[N+](C)C)C.F[P-](F)(F)(F)(F)F. Product: [OH:40][C@H:38]1[CH2:39][N:35]([C:33](=[O:34])[C@@H:32]([NH:31][C:29](=[O:30])[O:28][C:24]([CH3:26])([CH3:25])[CH3:27])[C@H:44]([CH3:52])[CH2:45][CH:46]([CH3:51])[CH2:47][CH2:48][CH:49]=[CH2:50])[C@H:36]([C:41](=[O:42])[NH:8][C@:9]2([C:14](=[O:15])[NH:16][S:17]([C:20]3([CH3:23])[CH2:22][CH2:21]3)(=[O:19])=[O:18])[CH2:11][C@H:10]2[CH:12]=[CH2:13])[CH2:37]1. The catalyst class is: 59. (5) Reactant: [CH3:1][C:2]1[C:10]2[C:5](=[CH:6][CH:7]=[C:8]([NH2:11])[CH:9]=2)[NH:4][N:3]=1.[Cl:12][C:13]1[CH:18]=[CH:17][C:16]([CH:19]2[CH2:24][C:23](=[O:25])[NH:22][C:21]([CH3:26])=[C:20]2[C:27](O)=[O:28])=[CH:15][C:14]=1[O:30][CH3:31].C(Cl)CCl.CCN(CC)CC. Product: [Cl:12][C:13]1[CH:18]=[CH:17][C:16]([CH:19]2[CH2:24][C:23](=[O:25])[NH:22][C:21]([CH3:26])=[C:20]2[C:27]([NH:11][C:8]2[CH:9]=[C:10]3[C:5](=[CH:6][CH:7]=2)[NH:4][N:3]=[C:2]3[CH3:1])=[O:28])=[CH:15][C:14]=1[O:30][CH3:31]. The catalyst class is: 861.